From a dataset of Reaction yield outcomes from USPTO patents with 853,638 reactions. Predict the reaction yield, written as a fraction of the theoretical maximum amount of product (1.0 means a 100% yield; for example, 0.34 means a 34% yield). (1) The reactants are [CH2:1]([O:3][C:4]([C:6]1[CH:15]=[CH:14][C:13]2[C:8](=[CH:9][CH:10]=[C:11](Br)[CH:12]=2)[CH:7]=1)=[O:5])[CH3:2].B1(B2OC(C)(C)C(C)(C)O2)OC(C)(C)C(C)(C)O1.ClCCl.C([O-])(=O)C.[K+].Br[C:44]1[C:52]2[C:47](=[CH:48][CH:49]=[C:50]([C:53]#[N:54])[CH:51]=2)[N:46]([CH:55]2[CH2:60][CH2:59][CH2:58][CH2:57][O:56]2)[N:45]=1.P([O-])([O-])([O-])=O.[K+].[K+].[K+]. The product is [CH2:1]([O:3][C:4]([C:6]1[CH:15]=[CH:14][C:13]2[C:8](=[CH:9][CH:10]=[C:11]([C:44]3[C:52]4[C:47](=[CH:48][CH:49]=[C:50]([C:53]#[N:54])[CH:51]=4)[N:46]([CH:55]4[CH2:60][CH2:59][CH2:58][CH2:57][O:56]4)[N:45]=3)[CH:12]=2)[CH:7]=1)=[O:5])[CH3:2]. The catalyst is CN(C=O)C. The yield is 0.730. (2) The reactants are P(Cl)(Cl)(Cl)(Cl)[Cl:2].[C:7]([O:14][CH2:15][CH:16]([CH2:21][CH3:22])[CH2:17][CH2:18][CH2:19][CH3:20])(=[O:13])/[CH:8]=[CH:9]\[C:10]([O-:12])=[O:11]. No catalyst specified. The product is [Cl-:2].[C:7]([O:14][CH2:15][CH:16]([CH2:21][CH3:22])[CH2:17][CH2:18][CH2:19][CH3:20])(=[O:13])/[CH:8]=[CH:9]\[C:10]([O-:12])=[O:11]. The yield is 0.920. (3) The reactants are [C:1]1([C@@H:7]([OH:9])[CH3:8])[CH:6]=[CH:5][CH:4]=[CH:3][CH:2]=1.C1(P(C2C=CC=CC=2)C2C=CC=CC=2)C=CC=CC=1.O[C:30]1[CH:31]=[C:32]([C:40]2[CH:41]=[C:42]([CH3:48])[C:43](=[O:47])[N:44]([CH3:46])[CH:45]=2)[CH:33]=[C:34]([S:36]([CH3:39])(=[O:38])=[O:37])[CH:35]=1.CC(OC(/N=N/C(OC(C)C)=O)=O)C. The yield is 0.480. The catalyst is C1COCC1. The product is [CH3:46][N:44]1[CH:45]=[C:40]([C:32]2[CH:31]=[C:30]([O:9][C@@H:7]([C:1]3[CH:6]=[CH:5][CH:4]=[CH:3][CH:2]=3)[CH3:8])[CH:35]=[C:34]([S:36]([CH3:39])(=[O:38])=[O:37])[CH:33]=2)[CH:41]=[C:42]([CH3:48])[C:43]1=[O:47]. (4) The reactants are [NH2:1][C:2]1[N:6]=[CH:5][NH:4][N:3]=1.[OH:7][C:8]([CH3:20])([CH3:19])[CH2:9][O:10][C:11]1([CH3:18])[CH2:16][CH2:15][C:14](=O)[CH2:13][CH2:12]1.C(O[BH-](OC(=O)C)OC(=O)C)(=O)C.[Na+]. The catalyst is C(O)(=O)C.C(=O)([O-])O.[Na+]. The product is [CH3:20][C:8]([OH:7])([CH3:19])[CH2:9][O:10][C:11]1([CH3:18])[CH2:16][CH2:15][CH:14]([NH:1][C:2]2[N:6]=[CH:5][NH:4][N:3]=2)[CH2:13][CH2:12]1. The yield is 0.540. (5) The reactants are O[CH2:2][C:3]1[CH:4]=[C:5]([C:9]2[CH:13]=[C:12]([CH2:14][CH:15]([CH3:17])[CH3:16])[S:11][C:10]=2[S:18]([NH:21][C:22]([CH3:25])([CH3:24])[CH3:23])(=[O:20])=[O:19])[CH:6]=[CH:7][CH:8]=1.C(Br)(Br)(Br)[Br:27].C1C=CC(P(C2C=CC=CC=2)C2C=CC=CC=2)=CC=1.O. The catalyst is CN(C=O)C. The product is [Br:27][CH2:2][C:3]1[CH:4]=[C:5]([C:9]2[CH:13]=[C:12]([CH2:14][CH:15]([CH3:17])[CH3:16])[S:11][C:10]=2[S:18]([NH:21][C:22]([CH3:25])([CH3:24])[CH3:23])(=[O:20])=[O:19])[CH:6]=[CH:7][CH:8]=1. The yield is 0.950. (6) The reactants are [CH3:1][O:2][C:3](=[O:15])[CH2:4][N:5]1[C:10](=[O:11])[C:9]([Cl:12])=[C:8]([Cl:13])[N:7]=[C:6]1Cl.[C:16]([O:20][C:21](=[O:29])[NH:22][CH:23]1[CH2:28][CH2:27][NH:26][CH2:25][CH2:24]1)([CH3:19])([CH3:18])[CH3:17].CCN(C(C)C)C(C)C. The catalyst is CN(C=O)C.O. The product is [CH3:1][O:2][C:3](=[O:15])[CH2:4][N:5]1[C:10](=[O:11])[C:9]([Cl:12])=[C:8]([Cl:13])[N:7]=[C:6]1[N:26]1[CH2:25][CH2:24][CH:23]([NH:22][C:21]([O:20][C:16]([CH3:19])([CH3:18])[CH3:17])=[O:29])[CH2:28][CH2:27]1. The yield is 0.640. (7) The reactants are Cl[CH2:2][C:3]1[C:4]([S:9][CH2:10][CH2:11][CH3:12])=[N:5][CH:6]=[CH:7][CH:8]=1.C([O:15][C:16](=[O:28])[CH:17]([CH3:27])[CH2:18][C:19]1[CH:24]=[CH:23][C:22]([OH:25])=[C:21]([Cl:26])[CH:20]=1)C. No catalyst specified. The product is [Cl:26][C:21]1[CH:20]=[C:19]([CH2:18][CH:17]([CH3:27])[C:16]([OH:28])=[O:15])[CH:24]=[CH:23][C:22]=1[O:25][CH2:2][C:3]1[C:4]([S:9][CH2:10][CH2:11][CH3:12])=[N:5][CH:6]=[CH:7][CH:8]=1. The yield is 0.750.